This data is from Forward reaction prediction with 1.9M reactions from USPTO patents (1976-2016). The task is: Predict the product of the given reaction. (1) Given the reactants [N:1]1[CH:6]=[CH:5][CH:4]=[CH:3][C:2]=1[CH2:7][CH2:8][O:9][C:10]1[N:15]=[C:14]([C:16](OC)=[O:17])[CH:13]=[C:12]([N:20]2[CH2:25][CH2:24][O:23][CH2:22][CH2:21]2)[N:11]=1.[BH4-].[Na+].C(O)C, predict the reaction product. The product is: [N:1]1[CH:6]=[CH:5][CH:4]=[CH:3][C:2]=1[CH2:7][CH2:8][O:9][C:10]1[N:15]=[C:14]([CH:16]=[O:17])[CH:13]=[C:12]([N:20]2[CH2:21][CH2:22][O:23][CH2:24][CH2:25]2)[N:11]=1. (2) The product is: [C:12]1([N:9]2[C:5]3=[N:6][CH:7]=[N:8][C:3]([NH:1][N:2]=[C:26]([OH:27])[CH:25]=[CH:24][C:23]4[CH:29]=[CH:30][C:20]([CH:18]=[O:19])=[CH:21][CH:22]=4)=[C:4]3[CH:11]=[N:10]2)[CH:17]=[CH:16][CH:15]=[CH:14][CH:13]=1. Given the reactants [NH:1]([C:3]1[N:8]=[CH:7][N:6]=[C:5]2[N:9]([C:12]3[CH:17]=[CH:16][CH:15]=[CH:14][CH:13]=3)[N:10]=[CH:11][C:4]=12)[NH2:2].[CH:18]([C:20]1[CH:30]=[CH:29][C:23]([CH:24]=[CH:25][C:26](O)=[O:27])=[CH:22][CH:21]=1)=[O:19], predict the reaction product. (3) Given the reactants [Br:1][C:2]1[CH:3]=[C:4]([CH2:8][C:9]([CH3:20])([CH3:19])[CH2:10][NH:11]C(=O)OC(C)(C)C)[CH:5]=[CH:6][CH:7]=1.[ClH:21].CCOC(C)=O, predict the reaction product. The product is: [ClH:21].[Br:1][C:2]1[CH:3]=[C:4]([CH2:8][C:9]([CH3:20])([CH3:19])[CH2:10][NH2:11])[CH:5]=[CH:6][CH:7]=1.